From a dataset of Catalyst prediction with 721,799 reactions and 888 catalyst types from USPTO. Predict which catalyst facilitates the given reaction. (1) Reactant: [C:1]([O:9][CH2:10][CH3:11])(=[O:8])[CH2:2][C:3]([O:5][CH2:6][CH3:7])=[O:4].[H-].[Na+].Br[C:15]1[CH:20]=[CH:19][C:18]([O:21][CH3:22])=[CH:17][C:16]=1[Cl:23].Cl. Product: [Cl:23][C:16]1[CH:17]=[C:18]([O:21][CH3:22])[CH:19]=[CH:20][C:15]=1[CH:2]([C:3]([O:5][CH2:6][CH3:7])=[O:4])[C:1]([O:9][CH2:10][CH3:11])=[O:8]. The catalyst class is: 12. (2) Reactant: [OH:1][CH2:2][C:3]1[CH:4]=[C:5]([NH:9][C:10](=[O:16])[O:11][C:12]([CH3:15])([CH3:14])[CH3:13])[CH:6]=[CH:7][CH:8]=1.[CH2:17]([C@H:24]1[CH2:28][O:27][C:26](=[O:29])[N:25]1[C:30](=[O:45])[CH2:31][C@@H:32]([C:38]1[CH:43]=[CH:42][C:41](O)=[CH:40][CH:39]=1)[C:33]1[CH:37]=[CH:36][O:35][N:34]=1)[C:18]1[CH:23]=[CH:22][CH:21]=[CH:20][CH:19]=1.CC(OC(/N=N/C(OC(C)C)=O)=O)C.C1(P(C2C=CC=CC=2)C2C=CC=CC=2)C=CC=CC=1. Product: [CH2:17]([C@H:24]1[CH2:28][O:27][C:26](=[O:29])[N:25]1[C:30](=[O:45])[CH2:31][C@@H:32]([C:38]1[CH:39]=[CH:40][C:41]([O:1][CH2:2][C:3]2[CH:4]=[C:5]([NH:9][C:10](=[O:16])[O:11][C:12]([CH3:13])([CH3:15])[CH3:14])[CH:6]=[CH:7][CH:8]=2)=[CH:42][CH:43]=1)[C:33]1[CH:37]=[CH:36][O:35][N:34]=1)[C:18]1[CH:23]=[CH:22][CH:21]=[CH:20][CH:19]=1. The catalyst class is: 1. (3) Reactant: Br[C:2]1[C:3]([NH2:9])=[N:4][CH:5]=[C:6]([Br:8])[N:7]=1.COCCOC.[C:16]([C:20]1[C:21]([Cl:29])=[C:22]([C:26](Cl)=[O:27])[N:23]([CH3:25])[N:24]=1)([CH3:19])([CH3:18])[CH3:17].[NH4+].[Cl-].[CH3:32][O:33][C:34]1[CH:41]=[CH:40][C:37]([CH2:38][NH2:39])=[CH:36][CH:35]=1. Product: [Br:8][C:6]1[N:7]=[C:2]([NH:39][CH2:38][C:37]2[CH:40]=[CH:41][C:34]([O:33][CH3:32])=[CH:35][CH:36]=2)[C:3]([NH:9][C:26]([C:22]2[N:23]([CH3:25])[N:24]=[C:20]([C:16]([CH3:19])([CH3:18])[CH3:17])[C:21]=2[Cl:29])=[O:27])=[N:4][CH:5]=1. The catalyst class is: 161.